Task: Predict which catalyst facilitates the given reaction.. Dataset: Catalyst prediction with 721,799 reactions and 888 catalyst types from USPTO (1) Reactant: [CH3:1][CH:2]1[CH2:7][CH2:6][CH:5]([C:8]([N:10]([CH:25]2[CH2:30][CH2:29][N:28]([CH3:31])[CH2:27][CH2:26]2)[C:11]2[CH:15]=[C:14]([C:16]3[CH:21]=[CH:20][CH:19]=[CH:18][CH:17]=3)[S:13][C:12]=2[C:22]([OH:24])=[O:23])=[O:9])[CH2:4][CH2:3]1.C(=O)([O-])[O-].[Cs+].[Cs+].[I-].[Na+].[CH:40]([O:43][C:44](=[O:48])[O:45][CH2:46]Cl)([CH3:42])[CH3:41]. Product: [CH:40]([O:43][C:44]([O:45][CH2:46][O:23][C:22]([C:12]1[S:13][C:14]([C:16]2[CH:21]=[CH:20][CH:19]=[CH:18][CH:17]=2)=[CH:15][C:11]=1[N:10]([C:8]([CH:5]1[CH2:4][CH2:3][CH:2]([CH3:1])[CH2:7][CH2:6]1)=[O:9])[CH:25]1[CH2:26][CH2:27][N:28]([CH3:31])[CH2:29][CH2:30]1)=[O:24])=[O:48])([CH3:42])[CH3:41]. The catalyst class is: 3. (2) Reactant: Br[CH2:2][CH2:3][CH2:4][CH2:5][CH2:6][C:7]([O:9][CH:10]([CH:21]([CH2:32][CH2:33][CH2:34]/[CH:35]=[CH:36]\[CH2:37][CH2:38][CH2:39][CH2:40][CH3:41])[CH2:22][CH2:23][CH2:24]/[CH:25]=[CH:26]\[CH2:27][CH2:28][CH2:29][CH2:30][CH3:31])[CH2:11][CH2:12][CH2:13]/[CH:14]=[CH:15]\[CH2:16][CH2:17][CH2:18][CH2:19][CH3:20])=[O:8].[CH3:42][NH:43][CH3:44]. Product: [CH3:42][N:43]([CH3:44])[CH2:2][CH2:3][CH2:4][CH2:5][CH2:6][C:7]([O:9][CH:10]([CH:21]([CH2:32][CH2:33][CH2:34]/[CH:35]=[CH:36]\[CH2:37][CH2:38][CH2:39][CH2:40][CH3:41])[CH2:22][CH2:23][CH2:24]/[CH:25]=[CH:26]\[CH2:27][CH2:28][CH2:29][CH2:30][CH3:31])[CH2:11][CH2:12][CH2:13]/[CH:14]=[CH:15]\[CH2:16][CH2:17][CH2:18][CH2:19][CH3:20])=[O:8]. The catalyst class is: 8. (3) Reactant: [Cl:1][C:2]1[CH:7]=[CH:6][CH:5]=[C:4]([Cl:8])[C:3]=1[NH:9][C:10]1[NH:11][C:12]2[C:18]3[CH2:19][C:20]([CH3:23])([CH3:22])[O:21][C:17]=3[C:16]([C:24]([NH:26][C:27]3[CH:32]=[CH:31][C:30]([C:33]([F:36])([F:35])[F:34])=[CH:29][N:28]=3)=[O:25])=[CH:15][C:13]=2[N:14]=1. Product: [ClH:1].[ClH:1].[Cl:8][C:4]1[CH:5]=[CH:6][CH:7]=[C:2]([Cl:1])[C:3]=1[NH:9][C:10]1[NH:11][C:12]2[C:18]3[CH2:19][C:20]([CH3:22])([CH3:23])[O:21][C:17]=3[C:16]([C:24]([NH:26][C:27]3[CH:32]=[CH:31][C:30]([C:33]([F:36])([F:35])[F:34])=[CH:29][N:28]=3)=[O:25])=[CH:15][C:13]=2[N:14]=1. The catalyst class is: 1. (4) Reactant: Br[C:2](Br)=[CH:3][C:4]1[S:8][C:7]([CH2:9][CH:10]([CH3:12])[CH3:11])=[N:6][CH:5]=1.C([Li])CCC.[CH2:19]([O:26][CH2:27][CH2:28][CH2:29][C@H:30]([C:39](=[O:44])N(OC)C)[CH2:31][C:32]([O:34][C:35]([CH3:38])([CH3:37])[CH3:36])=[O:33])[C:20]1[CH:25]=[CH:24][CH:23]=[CH:22][CH:21]=1.Cl. Product: [CH2:19]([O:26][CH2:27][CH2:28][CH2:29][C@H:30]([C:39](=[O:44])[C:2]#[C:3][C:4]1[S:8][C:7]([CH2:9][CH:10]([CH3:12])[CH3:11])=[N:6][CH:5]=1)[CH2:31][C:32]([O:34][C:35]([CH3:36])([CH3:38])[CH3:37])=[O:33])[C:20]1[CH:25]=[CH:24][CH:23]=[CH:22][CH:21]=1. The catalyst class is: 13. (5) Reactant: [Cl:1][C:2]1[CH:9]=[CH:8][C:5]([C:6]#[N:7])=[C:4]([O:10][C:11]2[CH:16]=[CH:15][CH:14]=[C:13]([CH:17]=O)[CH:12]=2)[CH:3]=1.[CH2:19]([NH2:22])[CH2:20][CH3:21].C([BH3-])#N.[Na+].[C:27]([OH:34])(=[O:33])/[CH:28]=[CH:29]/[C:30]([OH:32])=[O:31]. Product: [C:27]([OH:34])(=[O:33])/[CH:28]=[CH:29]/[C:30]([OH:32])=[O:31].[Cl:1][C:2]1[CH:9]=[CH:8][C:5]([C:6]#[N:7])=[C:4]([O:10][C:11]2[CH:16]=[CH:15][CH:14]=[C:13]([CH2:17][NH:22][CH2:19][CH2:20][CH3:21])[CH:12]=2)[CH:3]=1. The catalyst class is: 404. (6) Reactant: C(N(CC)CC)C.Cl.[NH2:9][CH:10]([CH2:14][CH2:15][C:16]1[CH:21]=[CH:20][C:19]([C:22]2[S:23][C:24]3[C:29]([N:30]=2)=[CH:28][CH:27]=[C:26]([C:31]2([C:34]4[CH:39]=[CH:38][CH:37]=[CH:36][CH:35]=4)[CH2:33][CH2:32]2)[N:25]=3)=[C:18]([F:40])[CH:17]=1)[C:11]([OH:13])=[O:12].[CH3:41][C:42]([O:45][C:46](O[C:49]([O:51][C:52]([CH3:55])([CH3:54])[CH3:53])=[O:50])=[O:47])([CH3:44])[CH3:43].Cl. Product: [C:42]([O:45][C:46]([NH:9][C@H:10]([CH2:14][CH2:15][C:16]1[CH:21]=[CH:20][C:19]([C:22]2[S:23][C:24]3[C:29]([N:30]=2)=[CH:28][CH:27]=[C:26]([C:31]2([C:34]4[CH:39]=[CH:38][CH:37]=[CH:36][CH:35]=4)[CH2:33][CH2:32]2)[N:25]=3)=[C:18]([F:40])[CH:17]=1)[C:11]([OH:13])=[O:12])=[O:47])([CH3:44])([CH3:43])[CH3:41].[C:52]([O:51][C:49]([NH:9][C@@H:10]([CH2:14][CH2:15][C:16]1[CH:21]=[CH:20][C:19]([C:22]2[S:23][C:24]3[C:29]([N:30]=2)=[CH:28][CH:27]=[C:26]([C:31]2([C:34]4[CH:39]=[CH:38][CH:37]=[CH:36][CH:35]=4)[CH2:33][CH2:32]2)[N:25]=3)=[C:18]([F:40])[CH:17]=1)[C:11]([OH:13])=[O:12])=[O:50])([CH3:53])([CH3:54])[CH3:55]. The catalyst class is: 249. (7) Reactant: Cl[C:2]1[CH2:6][CH2:5][CH2:4][C:3]=1[CH:7]=O.[SH:9][CH2:10][C:11]([O:13][CH3:14])=[O:12].C(N(CC)CC)C. Product: [S:9]1[C:10]([C:11]([O:13][CH3:14])=[O:12])=[CH:7][C:3]2[CH2:4][CH2:5][CH2:6][C:2]1=2. The catalyst class is: 17. (8) Reactant: [CH2:1]([O:8][CH:9]([C:11]1[O:15][N:14]=[C:13]([C:16]([O:18]CC)=[O:17])[CH:12]=1)[CH3:10])[C:2]1[CH:7]=[CH:6][CH:5]=[CH:4][CH:3]=1.C(O)C.[OH-].[K+]. Product: [CH2:1]([O:8][CH:9]([C:11]1[O:15][N:14]=[C:13]([C:16]([OH:18])=[O:17])[CH:12]=1)[CH3:10])[C:2]1[CH:7]=[CH:6][CH:5]=[CH:4][CH:3]=1. The catalyst class is: 6. (9) Reactant: [Cl:1][C:2]1[CH:7]=[CH:6][C:5]([C:8]2[CH:17]=[C:16]([C:18]([OH:20])=O)[C:15]3[C:10](=[CH:11][CH:12]=[CH:13][CH:14]=3)[N:9]=2)=[CH:4][CH:3]=1.[NH2:21][C:22]1[CH:27]=[CH:26][CH:25]=[C:24]([F:28])[N:23]=1.C(N(CC)CC)C.CCCP1(OP(CCC)(=O)OP(CCC)(=O)O1)=O. Product: [F:28][C:24]1[N:23]=[C:22]([NH:21][C:18]([C:16]2[C:15]3[C:10](=[CH:11][CH:12]=[CH:13][CH:14]=3)[N:9]=[C:8]([C:5]3[CH:4]=[CH:3][C:2]([Cl:1])=[CH:7][CH:6]=3)[CH:17]=2)=[O:20])[CH:27]=[CH:26][CH:25]=1. The catalyst class is: 4.